This data is from Forward reaction prediction with 1.9M reactions from USPTO patents (1976-2016). The task is: Predict the product of the given reaction. (1) Given the reactants [CH2:1]([NH:8][C:9](=[O:31])[N:10]([C:12]1[CH:13]=[C:14]([C:18]2[CH:23]=[CH:22][C:21]([CH2:24][CH2:25][C:26]([O:28][CH3:29])=[O:27])=[CH:20][C:19]=2[OH:30])[CH:15]=[CH:16][CH:17]=1)[CH3:11])[CH2:2][CH2:3][CH2:4][CH2:5][CH2:6][CH3:7].[CH2:32]([N:34]([CH2:38][CH3:39])[CH2:35][CH2:36]O)[CH3:33].C1(P(C2C=CC=CC=2)C2C=CC=CC=2)C=CC=CC=1.N(C(OCC)=O)=NC(OCC)=O, predict the reaction product. The product is: [CH2:32]([N:34]([CH2:38][CH3:39])[CH2:35][CH2:36][O:30][C:19]1[CH:20]=[C:21]([CH2:24][CH2:25][C:26]([O:28][CH3:29])=[O:27])[CH:22]=[CH:23][C:18]=1[C:14]1[CH:15]=[CH:16][CH:17]=[C:12]([N:10]([CH3:11])[C:9]([NH:8][CH2:1][CH2:2][CH2:3][CH2:4][CH2:5][CH2:6][CH3:7])=[O:31])[CH:13]=1)[CH3:33]. (2) Given the reactants [I:1][C:2]1[N:3]=[C:4]([CH3:8])[NH:5][C:6]=1[CH3:7].[Cl:9][C:10]1[CH:15]=[C:14](F)[CH:13]=[CH:12][N:11]=1, predict the reaction product. The product is: [Cl:9][C:10]1[CH:15]=[C:14]([N:5]2[C:6]([CH3:7])=[C:2]([I:1])[N:3]=[C:4]2[CH3:8])[CH:13]=[CH:12][N:11]=1.